From a dataset of Full USPTO retrosynthesis dataset with 1.9M reactions from patents (1976-2016). Predict the reactants needed to synthesize the given product. (1) Given the product [CH3:1][C:2]1[CH:9]=[CH:8][C:5]([CH:6]([OH:7])[CH3:16])=[C:4]([O:10][C@H:11]([CH2:13][CH:14]=[CH2:15])[CH3:12])[CH:3]=1, predict the reactants needed to synthesize it. The reactants are: [CH3:1][C:2]1[CH:9]=[CH:8][C:5]([CH:6]=[O:7])=[C:4]([O:10][C@H:11]([CH2:13][CH:14]=[CH2:15])[CH3:12])[CH:3]=1.[CH3:16][Mg]I. (2) Given the product [CH3:1][C:2]1([CH3:18])[C:11]2[C:6](=[CH:7][CH:8]=[CH:9][CH:10]=2)[CH:5]([C:12]2[CH:17]=[CH:16][CH:15]=[CH:14][CH:13]=2)[NH:4][CH2:3]1, predict the reactants needed to synthesize it. The reactants are: [CH3:1][C:2]1([CH3:18])[C:11]2[C:6](=[CH:7][CH:8]=[CH:9][CH:10]=2)[C:5]([C:12]2[CH:17]=[CH:16][CH:15]=[CH:14][CH:13]=2)=[N:4][CH2:3]1.[BH4-].[Na+].[NH4+].[Cl-]. (3) Given the product [NH:2]1[CH2:8][CH2:7][CH2:6][CH2:5][C:4]2([C:16]3[C:11](=[CH:12][CH:13]=[CH:14][CH:15]=3)[NH:10][C:9]2=[O:17])[CH2:3]1, predict the reactants needed to synthesize it. The reactants are: Cl.[NH:2]1[CH2:8][CH2:7][CH2:6][CH2:5][C:4]2([C:16]3[C:11](=[CH:12][CH:13]=[CH:14][CH:15]=3)[NH:10][C:9]2=[O:17])[CH2:3]1. (4) Given the product [CH:13]([C:2]1[CH:10]=[C:9]2[C:5]([CH:6]=[CH:7][NH:8]2)=[C:4]([O:11][CH3:12])[CH:3]=1)=[CH2:14], predict the reactants needed to synthesize it. The reactants are: Br[C:2]1[CH:10]=[C:9]2[C:5]([CH:6]=[CH:7][NH:8]2)=[C:4]([O:11][CH3:12])[CH:3]=1.[CH2:13](C([Sn])=C(CCCC)CCCC)[CH2:14]CC.